From a dataset of Full USPTO retrosynthesis dataset with 1.9M reactions from patents (1976-2016). Predict the reactants needed to synthesize the given product. (1) Given the product [Cl:1][C:2]1[CH:3]=[CH:4][CH:5]=[C:6]2[C:10]=1[NH:9][CH:8]=[C:7]2[CH2:11][CH2:12][CH2:13][N:14]([CH2:29][CH3:30])[CH:15]1[CH2:24][C:23]2[C:22]([C:25]([NH2:27])=[O:26])=[CH:21][CH:20]=[C:19]([F:28])[C:18]=2[O:17][CH2:16]1, predict the reactants needed to synthesize it. The reactants are: [Cl:1][C:2]1[CH:3]=[CH:4][CH:5]=[C:6]2[C:10]=1[NH:9][CH:8]=[C:7]2[CH2:11][CH2:12][CH2:13][NH:14][CH:15]1[CH2:24][C:23]2[C:22]([C:25]([NH2:27])=[O:26])=[CH:21][CH:20]=[C:19]([F:28])[C:18]=2[O:17][CH2:16]1.[CH:29](=O)[CH3:30]. (2) The reactants are: [NH2:1][C:2]1[C:11]([C:12]([NH2:14])=[O:13])=[CH:10][C:9]2[C:4](=[CH:5][CH:6]=[CH:7][CH:8]=2)[N:3]=1.C(N(CC)CC)C.[C:22](Cl)(=O)[CH2:23][CH2:24][CH3:25]. Given the product [CH2:23]([C:22]1[NH:14][C:12](=[O:13])[C:11]2[C:2]([N:1]=1)=[N:3][C:4]1[C:9]([CH:10]=2)=[CH:8][CH:7]=[CH:6][CH:5]=1)[CH2:24][CH3:25], predict the reactants needed to synthesize it. (3) Given the product [C:1]([O:5][C:6]([C:8]1[N:9]([CH2:36][CH:19]([O:7][C:6](=[O:5])[CH3:8])[CH2:20][O:21][C:22]2[CH:23]=[CH:24][C:25]([CH2:28][CH2:29][CH2:30][CH2:31][CH2:32][CH2:33][CH2:34][CH3:35])=[CH:26][CH:27]=2)[C:10]2[C:15]([CH:16]=1)=[CH:14][CH:13]=[CH:12][CH:11]=2)=[O:7])([CH3:4])([CH3:2])[CH3:3], predict the reactants needed to synthesize it. The reactants are: [C:1]([O:5][C:6]([C:8]1[NH:9][C:10]2[C:15]([CH:16]=1)=[CH:14][CH:13]=[CH:12][CH:11]=2)=[O:7])([CH3:4])([CH3:3])[CH3:2].BrC[CH:19]([CH2:36]C([O-])=O)[CH2:20][O:21][C:22]1[CH:27]=[CH:26][C:25]([CH2:28][CH2:29][CH2:30][CH2:31][CH2:32][CH2:33][CH2:34][CH3:35])=[CH:24][CH:23]=1. (4) The reactants are: [C:1]([O:5][C@@H:6]([C:11]1[C:40]([CH3:41])=[CH:39][N:38]2[N:42]=[C:35]3[CH:36]=[C:37]2[C:12]=1[N:13]1[CH2:47][CH2:46][C:16]([CH3:48])([O:17][CH2:18][CH:19]=[CH:20][CH:21]([CH3:45])[CH2:22][O:23][C:24]2[CH:25]=[CH:26][C:27]([CH3:44])=[CH:28][C:29]=2[C:30]2[CH:43]=[C:34]3[CH:33]=[CH:32][CH:31]=2)[CH2:15][CH2:14]1)[C:7]([O:9][CH3:10])=[O:8])([CH3:4])([CH3:3])[CH3:2]. Given the product [C:1]([O:5][C@@H:6]([C:11]1[C:40]([CH3:41])=[CH:39][N:38]2[N:42]=[C:35]3[CH:36]=[C:37]2[C:12]=1[N:13]1[CH2:14][CH2:15][C:16]([CH3:48])([O:17][CH2:18][CH2:19][CH2:20][CH:21]([CH3:45])[CH2:22][O:23][C:24]2[CH:25]=[CH:26][C:27]([CH3:44])=[CH:28][C:29]=2[C:30]2[CH:43]=[C:34]3[CH:33]=[CH:32][CH:31]=2)[CH2:46][CH2:47]1)[C:7]([O:9][CH3:10])=[O:8])([CH3:4])([CH3:2])[CH3:3], predict the reactants needed to synthesize it. (5) Given the product [CH3:13][O:12][C:6]1[C:5]([O:14][CH3:15])=[C:4]([O:16][CH3:17])[CH:3]=[C:2]2[C:7]=1[C:8](=[O:9])[N:23]=[CH:22][NH:1]2, predict the reactants needed to synthesize it. The reactants are: [NH2:1][C:2]1[C:7]([C:8](OC)=[O:9])=[C:6]([O:12][CH3:13])[C:5]([O:14][CH3:15])=[C:4]([O:16][CH3:17])[CH:3]=1.C(O)(=O)C.[CH:22](N)=[NH:23]. (6) Given the product [F:10][C:9]([F:12])([F:11])[C:6]1[CH:7]=[CH:8][C:3]([CH2:2][O:13][C:14]2[CH:15]=[CH:16][C:17]([CH2:20][C:21](=[O:23])[CH3:22])=[CH:18][CH:19]=2)=[CH:4][CH:5]=1, predict the reactants needed to synthesize it. The reactants are: Br[CH2:2][C:3]1[CH:8]=[CH:7][C:6]([C:9]([F:12])([F:11])[F:10])=[CH:5][CH:4]=1.[OH:13][C:14]1[CH:19]=[CH:18][C:17]([CH2:20][C:21](=[O:23])[CH3:22])=[CH:16][CH:15]=1.C(=O)([O-])[O-].[Cs+].[Cs+]. (7) Given the product [O:1]=[C:2]1[C:15]2[CH:14]=[C:13]([C:16]([Cl:22])=[O:18])[CH:12]=[CH:11][C:10]=2[S:9][C:8]2[C:3]1=[CH:4][CH:5]=[CH:6][CH:7]=2, predict the reactants needed to synthesize it. The reactants are: [O:1]=[C:2]1[C:15]2[CH:14]=[C:13]([C:16]([OH:18])=O)[CH:12]=[CH:11][C:10]=2[S:9][C:8]2[C:3]1=[CH:4][CH:5]=[CH:6][CH:7]=2.Cl.S(Cl)([Cl:22])=O.